The task is: Predict the product of the given reaction.. This data is from Forward reaction prediction with 1.9M reactions from USPTO patents (1976-2016). Given the reactants Cl.[NH:2]([C:4]1[C:5]([NH:13][C:14]2[CH:19]=[CH:18][CH:17]=[CH:16][CH:15]=2)=[N:6][C:7]2[C:8](=[N:10][O:11][N:12]=2)[N:9]=1)[NH2:3].[O:20]1[CH:24]=[CH:23][CH:22]=[C:21]1[CH:25]=O, predict the reaction product. The product is: [O:20]1[CH:24]=[CH:23][CH:22]=[C:21]1[CH:25]=[N:3][NH:2][C:4]1[C:5]([NH:13][C:14]2[CH:19]=[CH:18][CH:17]=[CH:16][CH:15]=2)=[N:6][C:7]2[C:8](=[N:10][O:11][N:12]=2)[N:9]=1.